Dataset: Reaction yield outcomes from USPTO patents with 853,638 reactions. Task: Predict the reaction yield, written as a fraction of the theoretical maximum amount of product (1.0 means a 100% yield; for example, 0.34 means a 34% yield). The yield is 0.700. The product is [CH2:1]([O:4][C:6]1[CH:7]=[C:8]([CH3:15])[CH:9]=[CH:10][C:11]=1[N+:12]([O-:14])=[O:13])[CH:2]=[CH2:3].[CH2:25]([O:24][C:19]1[CH:18]=[C:17]([CH3:16])[CH:23]=[CH:22][C:20]=1[NH:21][C:31]([NH:41][C:42]1[S:43][CH:44]=[CH:45][N:46]=1)=[O:36])[CH:26]=[CH2:27]. The reactants are [CH2:1]([OH:4])[CH:2]=[CH2:3].F[C:6]1[CH:7]=[C:8]([CH3:15])[CH:9]=[CH:10][C:11]=1[N+:12]([O-:14])=[O:13].[CH3:16][C:17]1[CH:23]=[CH:22][C:20]([NH2:21])=[C:19]([O:24][CH2:25][CH:26]=[CH2:27])[CH:18]=1.CC1C=CC(N)=[C:31]([O:36]CC(C)C)C=1.[NH2:41][C:42]1[S:43][CH:44]=[CH:45][N:46]=1. No catalyst specified.